Task: Predict which catalyst facilitates the given reaction.. Dataset: Catalyst prediction with 721,799 reactions and 888 catalyst types from USPTO (1) Reactant: [CH3:1][C:2]([CH3:4])=[O:3].[OH-].[Na+].[OH:7][C:8]1[CH:15]=[CH:14][C:11]([CH:12]=O)=[CH:10][C:9]=1[O:16][CH3:17]. Product: [OH:7][C:8]1[CH:15]=[CH:14][C:11]([CH:12]=[CH:1][C:2](=[O:3])[CH3:4])=[CH:10][C:9]=1[O:16][CH3:17]. The catalyst class is: 40. (2) Reactant: [C:1]([OH:8])(=[O:7])[CH2:2][CH2:3][C:4]([OH:6])=[O:5].[CH3:9][CH:10]([NH:12][CH2:13][CH:14]([OH:27])[CH2:15][O:16][C:17]1[CH:18]=[CH:19][C:20]([CH2:23][CH2:24][O:25][CH3:26])=[CH:21][CH:22]=1)[CH3:11]. Product: [C:1]([OH:8])(=[O:7])[CH2:2][CH2:3][C:4]([OH:6])=[O:5].[CH3:11][CH:10]([NH:12][CH2:13][CH:14]([OH:27])[CH2:15][O:16][C:17]1[CH:18]=[CH:19][C:20]([CH2:23][CH2:24][O:25][CH3:26])=[CH:21][CH:22]=1)[CH3:9].[CH2:2]([C:1]([OH:8])=[O:7])[CH2:3][C:4]([OH:6])=[O:5]. The catalyst class is: 32. (3) Reactant: [CH2:1]([C@@H:4]([CH2:30][C:31]([O:33][C:34]([CH3:37])([CH3:36])[CH3:35])=[O:32])[C:5]([O:7][CH2:8][C@H:9]([NH:16][C:17](=[O:29])[C@@H:18]([CH2:22][C:23]1[CH:28]=[CH:27][CH:26]=[CH:25][CH:24]=1)[CH2:19][CH:20]=C)[C:10]1[CH:15]=[CH:14][CH:13]=[CH:12][CH:11]=1)=[O:6])[CH:2]=C. Product: [CH2:22]([C@H:18]1[CH2:19][CH:20]=[CH:2][CH2:1][C@@H:4]([CH2:30][C:31]([O:33][C:34]([CH3:35])([CH3:36])[CH3:37])=[O:32])[C:5](=[O:6])[O:7][CH2:8][C@@H:9]([C:10]2[CH:15]=[CH:14][CH:13]=[CH:12][CH:11]=2)[NH:16][C:17]1=[O:29])[C:23]1[CH:28]=[CH:27][CH:26]=[CH:25][CH:24]=1. The catalyst class is: 11. (4) Reactant: Br[C:2]1[CH:9]=[CH:8][C:5]([CH:6]=[O:7])=[C:4]([O:10][C:11]([F:14])([F:13])[F:12])[CH:3]=1.O.[CH3:16][N:17](C=O)C. Product: [CH:6]([C:5]1[CH:8]=[CH:9][C:2]([C:16]#[N:17])=[CH:3][C:4]=1[O:10][C:11]([F:14])([F:13])[F:12])=[O:7]. The catalyst class is: 267. (5) Reactant: [NH2:1][C:2]1[CH:11]=[C:10]2[C:5]([C:6](=[O:12])[NH:7][CH:8]=[N:9]2)=[CH:4][CH:3]=1.[C:13]([O:17][C:18]([NH:20][CH2:21][CH2:22][CH:23]([C:27]1[CH:32]=[CH:31][C:30]([Cl:33])=[C:29]([Cl:34])[CH:28]=1)[C:24](O)=[O:25])=[O:19])([CH3:16])([CH3:15])[CH3:14].Cl.CN(C)CCCN=C=NCC. Product: [C:13]([O:17][C:18](=[O:19])[NH:20][CH2:21][CH2:22][CH:23]([C:27]1[CH:32]=[CH:31][C:30]([Cl:33])=[C:29]([Cl:34])[CH:28]=1)[C:24](=[O:25])[NH:1][C:2]1[CH:11]=[C:10]2[C:5]([C:6](=[O:12])[NH:7][CH:8]=[N:9]2)=[CH:4][CH:3]=1)([CH3:16])([CH3:14])[CH3:15]. The catalyst class is: 468. (6) Product: [CH:1]([N:4]1[CH:8]=[C:7]([NH2:9])[CH:6]=[N:5]1)([CH3:3])[CH3:2]. Reactant: [CH:1]([N:4]1[CH:8]=[C:7]([N+:9]([O-])=O)[CH:6]=[N:5]1)([CH3:3])[CH3:2]. The catalyst class is: 29.